This data is from Catalyst prediction with 721,799 reactions and 888 catalyst types from USPTO. The task is: Predict which catalyst facilitates the given reaction. (1) Reactant: [Cl:1][C:2]1[CH:3]=[C:4]2[C:8](=[CH:9][CH:10]=1)[NH:7][C:6]([C:11]([OH:13])=O)=[CH:5]2.CCN(C(C)C)C(C)C.[NH2:23][CH:24]1[CH2:32][C:31]2[C:26](=[CH:27][CH:28]=[CH:29][CH:30]=2)[CH:25]1[OH:33].CN(C(ON1N=NC2C=CC=NC1=2)=[N+](C)C)C.F[P-](F)(F)(F)(F)F. Product: [Cl:1][C:2]1[CH:3]=[C:4]2[C:8](=[CH:9][CH:10]=1)[NH:7][C:6]([C:11](=[O:13])[NH:23][CH:24]1[CH2:32][C:31]3[C:26](=[CH:27][CH:28]=[CH:29][CH:30]=3)[CH:25]1[OH:33])=[CH:5]2. The catalyst class is: 2. (2) Reactant: [CH2:1]1[C:9]2[C:8]3[CH:10]=[CH:11][CH:12]=[CH:13][C:7]=3[O:6][C:5]=2[CH2:4][CH2:3][CH:2]1[NH2:14].[C:15]12([C:25](Cl)=[O:26])[CH2:24][CH:19]3[CH2:20][CH:21]([CH2:23][CH:17]([CH2:18]3)[CH2:16]1)[CH2:22]2.C(N(CC)CC)C. Product: [CH:1]1[C:9]2[C:8]3[CH2:10][CH2:11][CH2:12][CH2:13][C:7]=3[O:6][C:5]=2[CH:4]=[CH:3][C:2]=1[NH:14][C:25]([C:15]12[CH2:24][CH:19]3[CH2:18][CH:17]([CH2:23][CH:21]([CH2:20]3)[CH2:22]1)[CH2:16]2)=[O:26]. The catalyst class is: 7. (3) Product: [C:1]([C:9]1[CH:24]=[C:23]([O:25][C:26]([F:29])([F:28])[F:27])[CH:22]=[CH:21][C:10]=1[O:11][CH:12]([CH3:20])[CH2:13][CH2:14][O:15][C:38]1[CH:39]=[CH:40][C:35]([CH2:34][CH2:33][C:32]([OH:43])=[O:31])=[C:36]([CH3:42])[CH:37]=1)(=[O:8])[C:2]1[CH:7]=[CH:6][CH:5]=[CH:4][CH:3]=1. Reactant: [C:1]([C:9]1[CH:24]=[C:23]([O:25][C:26]([F:29])([F:28])[F:27])[CH:22]=[CH:21][C:10]=1[O:11][CH:12]([CH3:20])[CH2:13][CH2:14][O:15]S(C)(=O)=O)(=[O:8])[C:2]1[CH:7]=[CH:6][CH:5]=[CH:4][CH:3]=1.C[O:31][C:32](=[O:43])[CH2:33][CH2:34][C:35]1[CH:40]=[CH:39][C:38](O)=[CH:37][C:36]=1[CH3:42].C(=O)([O-])[O-].[Cs+].[Cs+].[OH-].[Na+]. The catalyst class is: 369. (4) Reactant: [O:1]([C:8]1[CH:9]=[C:10]([C:14]23[CH2:21][CH2:20][C:17]([CH2:22][C:23]([OH:25])=O)([CH2:18][CH2:19]2)[CH2:16][O:15]3)[CH:11]=[CH:12][CH:13]=1)[C:2]1[CH:7]=[CH:6][CH:5]=[CH:4][CH:3]=1.ClC(OCC)=O.[N-:32]=[N+:33]=[N-:34].[Na+]. Product: [O:1]([C:8]1[CH:9]=[C:10]([C:14]23[CH2:21][CH2:20][C:17]([CH2:22][C:23]([N:32]=[N+:33]=[N-:34])=[O:25])([CH2:18][CH2:19]2)[CH2:16][O:15]3)[CH:11]=[CH:12][CH:13]=1)[C:2]1[CH:7]=[CH:6][CH:5]=[CH:4][CH:3]=1. The catalyst class is: 95. (5) Reactant: C[O:2][C:3](=[O:27])[C@@H:4]([OH:26])[C@@H:5]([NH:13][C:14]([C:16]1[NH:25][C:19]2=[CH:20][N:21]=[C:22]([Cl:24])[CH:23]=[C:18]2[CH:17]=1)=[O:15])[CH2:6][C:7]1[CH:12]=[CH:11][CH:10]=[CH:9][CH:8]=1.[OH-].[Na+]. Product: [Cl:24][C:22]1[CH:23]=[C:18]2[CH:17]=[C:16]([C:14]([NH:13][C@@H:5]([CH2:6][C:7]3[CH:8]=[CH:9][CH:10]=[CH:11][CH:12]=3)[C@H:4]([OH:26])[C:3]([OH:27])=[O:2])=[O:15])[NH:25][C:19]2=[CH:20][N:21]=1. The catalyst class is: 5. (6) Product: [Br:5][CH2:1][C:27]1[O:31][N:30]=[C:29]([C:32]([O:34][CH2:35][CH3:36])=[O:33])[CH:28]=1. Reactant: [C:1]([Br:5])(Br)(Br)Br.C1(P(C2C=CC=CC=2)C2C=CC=CC=2)C=CC=CC=1.OC[C:27]1[O:31][N:30]=[C:29]([C:32]([O:34][CH2:35][CH3:36])=[O:33])[CH:28]=1. The catalyst class is: 1. (7) Reactant: [CH3:1][O:2][C:3]1[CH:4]=[C:5]([CH2:11][CH2:12][C:13]2[N:14]=[C:15]3[CH:21]=[C:20]([C:22]#[C:23][CH2:24][N:25]([CH2:28][CH3:29])[CH2:26][CH3:27])[NH:19][C:16]3=[N:17][CH:18]=2)[CH:6]=[C:7]([O:9][CH3:10])[CH:8]=1. Product: [CH3:10][O:9][C:7]1[CH:6]=[C:5]([CH2:11][CH2:12][C:13]2[N:14]=[C:15]3[CH:21]=[C:20]([CH2:22][CH2:23][CH2:24][N:25]([CH2:28][CH3:29])[CH2:26][CH3:27])[NH:19][C:16]3=[N:17][CH:18]=2)[CH:4]=[C:3]([O:2][CH3:1])[CH:8]=1. The catalyst class is: 19.